This data is from NCI-60 drug combinations with 297,098 pairs across 59 cell lines. The task is: Regression. Given two drug SMILES strings and cell line genomic features, predict the synergy score measuring deviation from expected non-interaction effect. (1) Drug 1: C1=CC(=CC=C1C#N)C(C2=CC=C(C=C2)C#N)N3C=NC=N3. Drug 2: CN(CC1=CN=C2C(=N1)C(=NC(=N2)N)N)C3=CC=C(C=C3)C(=O)NC(CCC(=O)O)C(=O)O. Cell line: DU-145. Synergy scores: CSS=63.9, Synergy_ZIP=24.2, Synergy_Bliss=18.4, Synergy_Loewe=-5.34, Synergy_HSA=16.2. (2) Drug 1: C1CC(C1)(C(=O)O)C(=O)O.[NH2-].[NH2-].[Pt+2]. Drug 2: CC1=C(C=C(C=C1)C(=O)NC2=CC(=CC(=C2)C(F)(F)F)N3C=C(N=C3)C)NC4=NC=CC(=N4)C5=CN=CC=C5. Cell line: RPMI-8226. Synergy scores: CSS=12.7, Synergy_ZIP=-5.37, Synergy_Bliss=-2.59, Synergy_Loewe=-5.79, Synergy_HSA=-5.06. (3) Drug 1: CCC(=C(C1=CC=CC=C1)C2=CC=C(C=C2)OCCN(C)C)C3=CC=CC=C3.C(C(=O)O)C(CC(=O)O)(C(=O)O)O. Drug 2: C1CC(C1)(C(=O)O)C(=O)O.[NH2-].[NH2-].[Pt+2]. Cell line: RXF 393. Synergy scores: CSS=3.55, Synergy_ZIP=-5.24, Synergy_Bliss=-6.41, Synergy_Loewe=-3.90, Synergy_HSA=-3.61.